Dataset: Forward reaction prediction with 1.9M reactions from USPTO patents (1976-2016). Task: Predict the product of the given reaction. (1) Given the reactants [Cl:1][C:2]1[CH:27]=[CH:26][C:5]([CH2:6][N:7]2[C:15]3[C:10](=[CH:11][C:12]([CH:16]=[C:17]4[S:21][C:20](SCC)=[N:19][C:18]4=[O:25])=[CH:13][CH:14]=3)[CH:9]=[N:8]2)=[C:4]([C:28]([F:31])([F:30])[F:29])[CH:3]=1.[F:32][CH:33]([F:41])[CH2:34][N:35]1[CH2:40][CH2:39][NH:38][CH2:37][CH2:36]1, predict the reaction product. The product is: [Cl:1][C:2]1[CH:27]=[CH:26][C:5]([CH2:6][N:7]2[C:15]3[C:10](=[CH:11][C:12]([CH:16]=[C:17]4[S:21][C:20]([N:38]5[CH2:39][CH2:40][N:35]([CH2:34][CH:33]([F:41])[F:32])[CH2:36][CH2:37]5)=[N:19][C:18]4=[O:25])=[CH:13][CH:14]=3)[CH:9]=[N:8]2)=[C:4]([C:28]([F:30])([F:29])[F:31])[CH:3]=1. (2) The product is: [O:11]([C:9]1[CH:8]=[CH:7][N:6]=[C:5]([N:4]2[CH2:21][CH2:20][NH:1][C:2](=[O:14])[CH2:3]2)[CH:10]=1)[CH3:12]. Given the reactants [NH2:1][CH2:2][CH2:3][NH:4][C:5]1[CH:10]=[C:9]([O:11][CH3:12])[CH:8]=[CH:7][N:6]=1.C([O-])([O-])=[O:14].[K+].[K+].Cl[CH2:20][C:21](Cl)=O, predict the reaction product. (3) Given the reactants FC(F)(F)S([O:6][C:7]1[CH:12]=[CH:11][N:10]([C:13]2[CH:14]=[C:15]3[C:19](=[CH:20][CH:21]=2)[N:18]([CH2:22][CH:23]([O:26][CH3:27])[O:24][CH3:25])[N:17]=[CH:16]3)[C:9](=[O:28])[CH:8]=1)(=O)=O.[C:31]1([CH:37]=[CH:38]B(O)O)[CH:36]=[CH:35][CH:34]=[CH:33][CH:32]=1.C([O-])([O-])=O.[K+].[K+], predict the reaction product. The product is: [CH3:7][OH:6].[NH3:10].[CH3:27][O:26][CH:23]([O:24][CH3:25])[CH2:22][N:18]1[C:19]2[C:15](=[CH:14][C:13]([N:10]3[CH:11]=[CH:12][C:7](/[CH:38]=[CH:37]/[C:31]4[CH:36]=[CH:35][CH:34]=[CH:33][CH:32]=4)=[CH:8][C:9]3=[O:28])=[CH:21][CH:20]=2)[CH:16]=[N:17]1. (4) Given the reactants C([Li])CCC.[Cl:6][C:7]1[C:12]([O:13][CH2:14][O:15][CH3:16])=[CH:11][CH:10]=[CH:9][N:8]=1.[I:17]I.[Cl-].[NH4+], predict the reaction product. The product is: [Cl:6][C:7]1[C:12]([O:13][CH2:14][O:15][CH3:16])=[C:11]([I:17])[CH:10]=[CH:9][N:8]=1. (5) Given the reactants C([SiH](CC)CC)C.[C:8]1([C@H:14]([N:16]2[CH2:25][C:24]3[C:19](=[CH:20][C:21]4[N:28](C(C5C=CC=CC=5)(C5C=CC=CC=5)C5C=CC=CC=5)[N:27]=[C:26]([NH:48][C@@H:49]([CH3:54])[C:50]([F:53])([F:52])[F:51])[C:22]=4[CH:23]=3)[NH:18][C:17]2=[O:55])[CH3:15])[CH:13]=[CH:12][CH:11]=[CH:10][CH:9]=1.C1([C@H](N2CC3C(=CC4N(C(C5C=CC=CC=5)(C5C=CC=CC=5)C5C=CC=CC=5)N=CC=4C=3)NC2=O)C)C=CC=CC=1.[C:97]([OH:103])([C:99]([F:102])([F:101])[F:100])=[O:98], predict the reaction product. The product is: [F:100][C:99]([F:102])([F:101])[C:97]([OH:103])=[O:98].[C:8]1([C@H:14]([N:16]2[CH2:25][C:24]3[C:19](=[CH:20][C:21]4[NH:28][N:27]=[C:26]([NH:48][C@@H:49]([CH3:54])[C:50]([F:52])([F:51])[F:53])[C:22]=4[CH:23]=3)[NH:18][C:17]2=[O:55])[CH3:15])[CH:13]=[CH:12][CH:11]=[CH:10][CH:9]=1. (6) Given the reactants [Br:1][C:2]1[CH:7]=[CH:6][C:5](F)=[C:4]([N+:9]([O-:11])=[O:10])[CH:3]=1.C(N(C(C)C)CC)(C)C.[NH:21]1[CH:25]=[CH:24][N:23]=[CH:22]1, predict the reaction product. The product is: [Br:1][C:2]1[CH:7]=[CH:6][C:5]([N:21]2[CH:25]=[CH:24][N:23]=[CH:22]2)=[C:4]([N+:9]([O-:11])=[O:10])[CH:3]=1. (7) Given the reactants [OH:1][CH2:2][CH2:3][C:4]1[CH:9]=[CH:8][N:7]=[C:6]([NH:10][C:11](=[O:17])[O:12][C:13]([CH3:16])([CH3:15])[CH3:14])[CH:5]=1.[H-].[Na+].F[C:21]1[C:30]2[C:25](=[CH:26][CH:27]=[CH:28][CH:29]=2)[C:24]([N+:31]([O-:33])=[O:32])=[CH:23][CH:22]=1.O, predict the reaction product. The product is: [N+:31]([C:24]1[C:25]2[C:30](=[CH:29][CH:28]=[CH:27][CH:26]=2)[C:21]([O:1][CH2:2][CH2:3][C:4]2[CH:9]=[CH:8][N:7]=[C:6]([NH:10][C:11](=[O:17])[O:12][C:13]([CH3:14])([CH3:16])[CH3:15])[CH:5]=2)=[CH:22][CH:23]=1)([O-:33])=[O:32].